From a dataset of Reaction yield outcomes from USPTO patents with 853,638 reactions. Predict the reaction yield, written as a fraction of the theoretical maximum amount of product (1.0 means a 100% yield; for example, 0.34 means a 34% yield). (1) The reactants are [CH3:1][O:2][C:3]([NH:5][C@H:6]([C:11]([N:13]1[CH2:17][C@@H:16]([CH3:18])[CH2:15][C@H:14]1[C:19]1[NH:20][C:21]([C:24]2[CH:29]=[C:28]3[CH2:30][O:31][C:32]4[CH:59]=[C:58]5[C:35]([CH:36]=[CH:37][C:38]6[N:42]=[C:41]([C@@H:43]7[CH2:47][C@H:46]([CH2:48][O:49][CH3:50])[CH2:45][N:44]7C(OC(C)(C)C)=O)[NH:40][C:39]=65)=[CH:34][C:33]=4[C:27]3=[CH:26][CH:25]=2)=[CH:22][N:23]=1)=[O:12])[C@@H:7]([CH2:9][CH3:10])[CH3:8])=[O:4].[CH3:60][O:61][C:62]([NH:64][C@@H:65]([C@@H:69]([CH3:72])[CH2:70][CH3:71])[C:66](O)=[O:67])=[O:63].CN(C(ON1N=NC2C=CC=NC1=2)=[N+](C)C)C.F[P-](F)(F)(F)(F)F.CN1CCOCC1. The catalyst is Cl.CCO.CN(C=O)C. The product is [CH3:1][O:2][C:3]([NH:5][C@@H:6]([C@H:7]([CH3:8])[CH2:9][CH3:10])[C:11]([N:13]1[CH2:17][C@@H:16]([CH3:18])[CH2:15][C@H:14]1[C:19]1[NH:20][C:21]([C:24]2[CH:29]=[C:28]3[CH2:30][O:31][C:32]4[CH:59]=[C:58]5[C:35]([CH:36]=[CH:37][C:38]6[N:42]=[C:41]([C@@H:43]7[CH2:47][C@H:46]([CH2:48][O:49][CH3:50])[CH2:45][N:44]7[C:66](=[O:67])[CH:65]([NH:64][C:62](=[O:63])[O:61][CH3:60])[C@H:69]([CH3:72])[CH2:70][CH3:71])[NH:40][C:39]=65)=[CH:34][C:33]=4[C:27]3=[CH:26][CH:25]=2)=[CH:22][N:23]=1)=[O:12])=[O:4]. The yield is 0.860. (2) The reactants are [NH2:1][C:2]1[CH:10]=[CH:9][CH:8]=[C:7]([Cl:11])[C:3]=1[C:4]([OH:6])=O.O=S(Cl)Cl.[F:16][C:17]1[CH:23]=[CH:22][CH:21]=[CH:20][C:18]=1[NH2:19].C(Cl)(Cl)Cl. The catalyst is C1C=CC=CC=1. The product is [NH2:1][C:2]1[CH:10]=[CH:9][CH:8]=[C:7]([Cl:11])[C:3]=1[C:4]([NH:19][C:18]1[CH:20]=[CH:21][CH:22]=[CH:23][C:17]=1[F:16])=[O:6]. The yield is 0.340. (3) The reactants are [O:1]1[C:5]2[CH:6]=[CH:7][C:8]([C:10]3([C:13]([NH:15][C:16]4[CH:17]=[C:18]5[C:22](=[C:23]([C:25]#[N:26])[CH:24]=4)[NH:21][C:20]([C:27]([CH3:30])([CH3:29])[CH3:28])=[CH:19]5)=[O:14])[CH2:12][CH2:11]3)=[CH:9][C:4]=2[O:3][CH2:2]1.[H][H]. The catalyst is C(OCC)(=O)C.[Pd]. The product is [NH2:26][CH2:25][C:23]1[CH:24]=[C:16]([NH:15][C:13]([C:10]2([C:8]3[CH:7]=[CH:6][C:5]4[O:1][CH2:2][O:3][C:4]=4[CH:9]=3)[CH2:11][CH2:12]2)=[O:14])[CH:17]=[C:18]2[C:22]=1[NH:21][C:20]([C:27]([CH3:30])([CH3:29])[CH3:28])=[CH:19]2. The yield is 0.320. (4) The reactants are [F:1][C:2]([F:14])([F:13])[O:3][C:4]1[CH:5]=[C:6]([S:10]([O-:12])=[O:11])[CH:7]=[CH:8][CH:9]=1.[Na+].Br[C:17]1[CH:25]=[C:24]([CH3:26])[C:23]2[N:22]([CH3:27])[C:21]3[CH2:28][CH:29]4[NH:33][CH:32]([C:20]=3[C:19]=2[C:18]=1[C:34]([O:36][C:37]([CH3:40])([CH3:39])[CH3:38])=[O:35])[CH2:31][CH2:30]4. No catalyst specified. The product is [F:14][C:2]([F:1])([F:13])[O:3][C:4]1[CH:5]=[C:6]([S:10]([C:17]2[CH:25]=[C:24]([CH3:26])[C:23]3[N:22]([CH3:27])[C:21]4[CH2:28][CH:29]5[NH:33][CH:32]([C:20]=4[C:19]=3[C:18]=2[C:34]([O:36][C:37]([CH3:40])([CH3:39])[CH3:38])=[O:35])[CH2:31][CH2:30]5)(=[O:12])=[O:11])[CH:7]=[CH:8][CH:9]=1. The yield is 0.260. (5) The reactants are [OH:1][CH2:2][CH:3]1[CH2:8][N:7]([C:9]2[CH:14]=[CH:13][C:12]([N+:15]([O-:17])=[O:16])=[CH:11][CH:10]=2)[CH2:6][CH2:5][N:4]1C(OC(C)(C)C)=O.FC(F)(F)C(O)=O. The catalyst is C(Cl)Cl.O. The product is [N+:15]([C:12]1[CH:11]=[CH:10][C:9]([N:7]2[CH2:6][CH2:5][NH:4][CH:3]([CH2:2][OH:1])[CH2:8]2)=[CH:14][CH:13]=1)([O-:17])=[O:16]. The yield is 0.850.